The task is: Predict the reactants needed to synthesize the given product.. This data is from Full USPTO retrosynthesis dataset with 1.9M reactions from patents (1976-2016). (1) Given the product [C:11]1([C:9]2[N:8]=[C:7]([CH2:17][NH:18][C:19]3[CH:28]=[N:27][C:26]4[C:21](=[CH:22][CH:23]=[CH:24][CH:25]=4)[N:20]=3)[NH:6][CH:10]=2)[CH:16]=[CH:15][CH:14]=[CH:13][CH:12]=1, predict the reactants needed to synthesize it. The reactants are: CN(C)S([N:6]1[CH:10]=[C:9]([C:11]2[CH:16]=[CH:15][CH:14]=[CH:13][CH:12]=2)[N:8]=[C:7]1[CH2:17][NH:18][C:19]1[CH:28]=[N:27][C:26]2[C:21](=[CH:22][CH:23]=[CH:24][CH:25]=2)[N:20]=1)(=O)=O.Cl. (2) Given the product [F:1][C:2]1[CH:3]=[CH:4][C:5]([C:26]2[CH:31]=[CH:30][CH:29]=[C:28]([O:32][CH2:33][CH2:34][CH2:35][S:36]([CH3:39])(=[O:38])=[O:37])[C:27]=2[CH3:40])=[C:6]2[C:10]=1[C@H:9]([O:11][C:12]1[CH:25]=[CH:24][C:15]3[C@H:16]([CH2:19][C:20]([OH:22])=[O:21])[CH2:17][O:18][C:14]=3[CH:13]=1)[CH2:8][CH2:7]2, predict the reactants needed to synthesize it. The reactants are: [F:1][C:2]1[CH:3]=[CH:4][C:5]([C:26]2[CH:31]=[CH:30][CH:29]=[C:28]([O:32][CH2:33][CH2:34][CH2:35][S:36]([CH3:39])(=[O:38])=[O:37])[C:27]=2[CH3:40])=[C:6]2[C:10]=1[C@H:9]([O:11][C:12]1[CH:25]=[CH:24][C:15]3[C@H:16]([CH2:19][C:20]([O:22]C)=[O:21])[CH2:17][O:18][C:14]=3[CH:13]=1)[CH2:8][CH2:7]2.